This data is from Reaction yield outcomes from USPTO patents with 853,638 reactions. The task is: Predict the reaction yield, written as a fraction of the theoretical maximum amount of product (1.0 means a 100% yield; for example, 0.34 means a 34% yield). (1) The reactants are [I-].C([P+]([C:18]1[CH:23]=[CH:22][CH:21]=[CH:20][CH:19]=1)([C:18]1[CH:23]=[CH:22][CH:21]=[CH:20][CH:19]=1)[C:18]1[CH:23]=[CH:22][CH:21]=[CH:20][CH:19]=1)(C)C.[C:24]([O:34][CH2:35][CH3:36])(=[O:33])[CH:25]=[CH:26][C:27]1[CH:32]=CC=C[CH:28]=1. No catalyst specified. The product is [CH3:32][C:27]1([CH3:28])[C@@H:26]([C:18]2[CH:19]=[CH:20][CH:21]=[CH:22][CH:23]=2)[C@@H:25]1[C:24]([O:34][CH2:35][CH3:36])=[O:33]. The yield is 0.600. (2) The yield is 0.580. The product is [C:16]([O:15][C:13]([N:20]1[CH2:25][CH2:24][C:23]([CH2:2][C:1]#[N:4])([OH:26])[CH2:22][CH2:21]1)=[O:14])([CH3:19])([CH3:18])[CH3:17]. The catalyst is CN(P(N(C)C)(N(C)C)=O)C.C1COCC1. The reactants are [CH:1]([NH:4]C(C)C)(C)[CH3:2].C([Li])CCC.[C:13]([N:20]1[CH2:25][CH2:24][C:23](=[O:26])[CH2:22][CH2:21]1)([O:15][C:16]([CH3:19])([CH3:18])[CH3:17])=[O:14].BrCC#N. (3) The reactants are N([O-])=[O:2].[Na+].N[C:6]1[CH:15]=[C:14]2[C:9]([C:10](=[O:16])[NH:11][CH:12]=[N:13]2)=[CH:8][CH:7]=1. The catalyst is O.S(=O)(=O)(O)O.O. The product is [OH:2][C:6]1[CH:15]=[C:14]2[C:9]([C:10](=[O:16])[NH:11][CH:12]=[N:13]2)=[CH:8][CH:7]=1. The yield is 0.760. (4) The reactants are Cl[C:2](=[O:8])[CH2:3][C:4]([O:6]C)=[O:5].[CH3:9][NH:10][C:11]1[CH:16]=[CH:15][CH:14]=[CH:13][CH:12]=1.[Li+].[OH-]. The catalyst is C(Cl)Cl.O. The product is [CH3:9][N:10]([C:11]1[CH:16]=[CH:15][CH:14]=[CH:13][CH:12]=1)[C:2](=[O:8])[CH2:3][C:4]([OH:6])=[O:5]. The yield is 0.930.